From a dataset of Forward reaction prediction with 1.9M reactions from USPTO patents (1976-2016). Predict the product of the given reaction. (1) Given the reactants [Cl:1][C:2]1[N:7]=[CH:6][C:5]([C:8]2[CH2:9][CH2:10][C:11](=[O:14])[NH:12][N:13]=2)=[CH:4][CH:3]=1.IC.[C:17](=O)([O-])[O-].[Cs+].[Cs+], predict the reaction product. The product is: [Cl:1][C:2]1[N:7]=[CH:6][C:5]([C:8]2[CH:9]=[CH:10][C:11](=[O:14])[N:12]([CH3:17])[N:13]=2)=[CH:4][CH:3]=1. (2) Given the reactants [C:1]([O:5][C:6]([N:8]1[C:16]2[C:11](=[CH:12][C:13]([NH2:17])=[CH:14][CH:15]=2)[CH2:10][CH2:9]1)=[O:7])([CH3:4])([CH3:3])[CH3:2].C(N(CC)CC)C.[CH2:25]([CH:32]1[CH2:37][CH2:36][N:35]([C:38](=[O:42])[C:39](Cl)=[O:40])[CH2:34][CH2:33]1)[C:26]1[CH:31]=[CH:30][CH:29]=[CH:28][CH:27]=1, predict the reaction product. The product is: [C:1]([O:5][C:6]([N:8]1[C:16]2[C:11](=[CH:12][C:13]([NH:17][C:39](=[O:40])[C:38]([N:35]3[CH2:34][CH2:33][CH:32]([CH2:25][C:26]4[CH:27]=[CH:28][CH:29]=[CH:30][CH:31]=4)[CH2:37][CH2:36]3)=[O:42])=[CH:14][CH:15]=2)[CH2:10][CH2:9]1)=[O:7])([CH3:4])([CH3:2])[CH3:3]. (3) Given the reactants C(N(CC)CC)C.[Cl:8][C:9]1[CH:17]=[CH:16][C:12]([C:13](O)=[O:14])=[CH:11][C:10]=1[NH:18][C:19]([C:21]1[C:32](=[O:33])[NH:31][C:24]2[N:25]=[C:26]([O:29][CH3:30])[N:27]=[CH:28][C:23]=2[CH:22]=1)=[O:20].CN(C(ON1N=NC2C=CC=NC1=2)=[N+](C)C)C.F[P-](F)(F)(F)(F)F.[NH2:58][CH2:59][C:60]1[CH:65]=[CH:64][N:63]=[CH:62][CH:61]=1, predict the reaction product. The product is: [Cl:8][C:9]1[CH:17]=[CH:16][C:12]([C:13](=[O:14])[NH:58][CH2:59][C:60]2[CH:65]=[CH:64][N:63]=[CH:62][CH:61]=2)=[CH:11][C:10]=1[NH:18][C:19]([C:21]1[C:32](=[O:33])[NH:31][C:24]2[N:25]=[C:26]([O:29][CH3:30])[N:27]=[CH:28][C:23]=2[CH:22]=1)=[O:20]. (4) Given the reactants C([Li])CCC.[F:6][C:7](F)([F:20])[CH2:8][O:9][S:10]([C:13]1[CH:18]=[CH:17][C:16]([CH3:19])=[CH:15][CH:14]=1)(=[O:12])=[O:11].C(O)(=O)C.C(OCC)(=O)C, predict the reaction product. The product is: [F:20][C:7]([F:6])=[CH:8][O:9][S:10]([C:13]1[CH:18]=[CH:17][C:16]([CH3:19])=[CH:15][CH:14]=1)(=[O:11])=[O:12]. (5) The product is: [O:4]1[C:8]2[CH:9]=[CH:10][CH:11]=[C:12]([N:13]3[CH2:18][CH2:17][N:16]([CH2:19][CH2:20][C@H:21]4[CH2:26][CH2:25][C@H:24]([NH:27][C:38]([CH:30]5[CH2:31][C:32]6[C:37](=[CH:36][CH:35]=[CH:34][CH:33]=6)[O:28][CH2:29]5)=[O:39])[CH2:23][CH2:22]4)[CH2:15][CH2:14]3)[C:7]=2[O:6][CH2:5]1. Given the reactants Cl.Cl.Cl.[O:4]1[C:8]2[CH:9]=[CH:10][CH:11]=[C:12]([N:13]3[CH2:18][CH2:17][N:16]([CH2:19][CH2:20][C@H:21]4[CH2:26][CH2:25][C@H:24]([NH2:27])[CH2:23][CH2:22]4)[CH2:15][CH2:14]3)[C:7]=2[O:6][CH2:5]1.[O:28]1[C:37]2[C:32](=[CH:33][CH:34]=[CH:35][CH:36]=2)[CH2:31][CH:30]([C:38](O)=[O:39])[CH2:29]1, predict the reaction product.